Task: Predict the product of the given reaction.. Dataset: Forward reaction prediction with 1.9M reactions from USPTO patents (1976-2016) (1) Given the reactants [Cl:1][C:2]1[CH:3]=[C:4]([CH:7]=[CH:8][C:9]=1[F:10])[CH:5]=O.[CH2:11]([O:13][C:14]([C@H:16]1[C@@H:21]([NH2:22])[C@H:20]2[CH2:23][C@@H:17]1[CH2:18][CH2:19]2)=[O:15])[CH3:12].C([BH3-])#N.[Na+], predict the reaction product. The product is: [CH2:11]([O:13][C:14]([C@H:16]1[C@@H:21]([NH:22][CH2:5][C:4]2[CH:7]=[CH:8][C:9]([F:10])=[C:2]([Cl:1])[CH:3]=2)[C@H:20]2[CH2:23][C@@H:17]1[CH2:18][CH2:19]2)=[O:15])[CH3:12]. (2) Given the reactants [CH2:1]([O:8][C:9]([N:11]1[CH2:16][CH2:15][N:14]([S:17]([C:20]2[CH:25]=[CH:24][C:23]([N+:26]([O-])=O)=[CH:22][C:21]=2[C:29]([F:32])([F:31])[F:30])(=[O:19])=[O:18])[CH2:13][CH2:12]1)=[O:10])[C:2]1[CH:7]=[CH:6][CH:5]=[CH:4][CH:3]=1.C(O)C.[Cl-].[NH4+], predict the reaction product. The product is: [CH2:1]([O:8][C:9]([N:11]1[CH2:16][CH2:15][N:14]([S:17]([C:20]2[CH:25]=[CH:24][C:23]([NH2:26])=[CH:22][C:21]=2[C:29]([F:32])([F:30])[F:31])(=[O:19])=[O:18])[CH2:13][CH2:12]1)=[O:10])[C:2]1[CH:3]=[CH:4][CH:5]=[CH:6][CH:7]=1. (3) Given the reactants [CH3:1][NH:2][CH3:3].Cl.[CH3:5][NH:6]C.[C:8]([O:12][C:13]([N:15]1[CH2:20][CH2:19][C:18](=O)[CH2:17][CH2:16]1)=[O:14])([CH3:11])([CH3:10])[CH3:9].Cl.[C-]#N.[K+], predict the reaction product. The product is: [C:8]([O:12][C:13]([N:15]1[CH2:20][CH2:19][C:18]([C:5]#[N:6])([N:2]([CH3:3])[CH3:1])[CH2:17][CH2:16]1)=[O:14])([CH3:11])([CH3:10])[CH3:9]. (4) Given the reactants [CH2:1]([Li])[CH2:2][CH2:3][CH3:4].BrC1[CH:12]=[C:11]2[O:13][CH2:14][O:15][C:10]2=CC=1C.CN(C)[CH:19]=[O:20].O, predict the reaction product. The product is: [CH3:4][C:3]1[CH:12]=[C:11]2[O:13][CH2:14][O:15][C:10]2=[CH:1][C:2]=1[CH:19]=[O:20].